Dataset: Catalyst prediction with 721,799 reactions and 888 catalyst types from USPTO. Task: Predict which catalyst facilitates the given reaction. (1) Reactant: [F:1][CH2:2][CH2:3][N:4]1[CH2:9][CH2:8][N:7]([CH:10]2[CH2:15][CH2:14][N:13](C(OC(C)(C)C)=O)[CH2:12][CH2:11]2)[CH2:6][CH2:5]1. Product: [F:1][CH2:2][CH2:3][N:4]1[CH2:9][CH2:8][N:7]([CH:10]2[CH2:15][CH2:14][NH:13][CH2:12][CH2:11]2)[CH2:6][CH2:5]1. The catalyst class is: 240. (2) Reactant: S(=O)(=O)(O)O.[N+:6]([O-:9])(O)=[O:7].[CH:10]1[C:15]([C:16]2[C:25](=[O:26])[C:24]3[CH:23]=[CH:22][C:21]([OH:27])=[CH:20][C:19]=3[O:18][CH:17]=2)=[CH:14][CH:13]=[C:12]([OH:28])[CH:11]=1.O. Product: [OH:27][C:21]1[CH:20]=[C:19]2[C:24]([C:25](=[O:26])[C:16]([C:15]3[CH:10]=[CH:11][C:12]([OH:28])=[C:13]([N+:6]([O-:9])=[O:7])[CH:14]=3)=[CH:17][O:18]2)=[CH:23][CH:22]=1. The catalyst class is: 8. (3) Reactant: Br[C:2]1[CH:6]=[CH:5][O:4][CH:3]=1.[Li]CCCC.[CH:12]([Si:15]([CH:36]([CH3:38])[CH3:37])([CH:33]([CH3:35])[CH3:34])[O:16][C:17]1[CH:18]=[C:19]2[C:22](=[CH:23][C:24]=1[O:25][CH3:26])[C:21]([CH2:29][CH2:30][CH:31]=[O:32])([C:27]#[N:28])[CH2:20]2)([CH3:14])[CH3:13].[NH4+].[Cl-]. Product: [O:4]1[CH:5]=[CH:6][C:2]([CH:31]([OH:32])[CH2:30][CH2:29][C:21]2([C:27]#[N:28])[CH2:20][C:19]3[C:22]2=[CH:23][C:24]([O:25][CH3:26])=[C:17]([O:16][Si:15]([CH:33]([CH3:34])[CH3:35])([CH:36]([CH3:37])[CH3:38])[CH:12]([CH3:14])[CH3:13])[CH:18]=3)=[CH:3]1. The catalyst class is: 28. (4) Reactant: [CH3:1][O:2][CH:3]1[CH2:8][CH2:7][CH:6]([CH:9]2[CH2:13][CH2:12][O:11][C:10]2=O)[CH2:5][CH2:4]1.[OH-].[NH4+:16]. Product: [CH3:1][O:2][CH:3]1[CH2:8][CH2:7][CH:6]([CH:9]2[CH2:13][CH2:12][NH:16][C:10]2=[O:11])[CH2:5][CH2:4]1. The catalyst class is: 8. (5) Reactant: S[C:2]1[O:3][C:4]2[C:10]([S:11]([NH2:14])(=[O:13])=[O:12])=[CH:9][CH:8]=[CH:7][C:5]=2[N:6]=1.NC1C(O)=C(S(N)(=O)=O)C=CC=1.CCOC([S-])=S.[K+].S(Cl)([Cl:36])=O. Product: [Cl:36][C:2]1[O:3][C:4]2[C:10]([S:11]([NH2:14])(=[O:13])=[O:12])=[CH:9][CH:8]=[CH:7][C:5]=2[N:6]=1. The catalyst class is: 3. (6) The catalyst class is: 24. Reactant: C([O:3][C:4](=O)[CH2:5][C:6]([C@H:8]1[CH2:13][CH2:12][N:11]([C:14]([O:16][CH3:17])=[O:15])[C@@H:10]([CH2:18][C:19]2[CH:24]=[CH:23][C:22]([O:25][C:26]([F:29])([F:28])[F:27])=[CH:21][CH:20]=2)[CH2:9]1)=[O:7])C.[OH-].[Na+].[NH2:33]O.Cl. Product: [O:3]=[C:4]1[CH:5]=[C:6]([C@H:8]2[CH2:13][CH2:12][N:11]([C:14]([O:16][CH3:17])=[O:15])[C@@H:10]([CH2:18][C:19]3[CH:24]=[CH:23][C:22]([O:25][C:26]([F:29])([F:28])[F:27])=[CH:21][CH:20]=3)[CH2:9]2)[O:7][NH:33]1.